From a dataset of Peptide-MHC class II binding affinity with 134,281 pairs from IEDB. Regression. Given a peptide amino acid sequence and an MHC pseudo amino acid sequence, predict their binding affinity value. This is MHC class II binding data. (1) The peptide sequence is GELQIVDIIDAAFKI. The MHC is DRB1_1201 with pseudo-sequence DRB1_1201. The binding affinity (normalized) is 0.425. (2) The peptide sequence is AKIVTAETQNSSFII. The MHC is DRB1_0802 with pseudo-sequence DRB1_0802. The binding affinity (normalized) is 0.647. (3) The peptide sequence is AAATSGTTVYGAFAA. The MHC is HLA-DQA10501-DQB10301 with pseudo-sequence HLA-DQA10501-DQB10301. The binding affinity (normalized) is 0.581. (4) The peptide sequence is KVFLTQMNARGVKVK. The MHC is DRB1_0404 with pseudo-sequence DRB1_0404. The binding affinity (normalized) is 0.467. (5) The peptide sequence is KMYFNLIDTKCYKLEHPV. The MHC is DRB4_0101 with pseudo-sequence DRB4_0103. The binding affinity (normalized) is 0.625.